Dataset: Catalyst prediction with 721,799 reactions and 888 catalyst types from USPTO. Task: Predict which catalyst facilitates the given reaction. (1) Reactant: [C:1]1([C:7]([O:9][Si](C)(C)C)=[CH2:8])[CH:6]=[CH:5][CH:4]=[CH:3][CH:2]=1.ClC(F)(F)C([O-])=O.[Na+]. Product: [C:7]([C:1]1[CH:6]=[CH:5][CH:4]=[CH:3][CH:2]=1)(=[O:9])[CH3:8]. The catalyst class is: 270. (2) Reactant: [CH3:1][O:2][C:3]1[CH:8]=[C:7]([N+:9]([O-:11])=[O:10])[CH:6]=[CH:5][C:4]=1[C:12]#[C:13][Si](C)(C)C.[F-].C([N+](CCCC)(CCCC)CCCC)CCC.C([O-])(O)=O.[Na+]. Product: [C:12]([C:4]1[CH:5]=[CH:6][C:7]([N+:9]([O-:11])=[O:10])=[CH:8][C:3]=1[O:2][CH3:1])#[CH:13]. The catalyst class is: 1.